This data is from Full USPTO retrosynthesis dataset with 1.9M reactions from patents (1976-2016). The task is: Predict the reactants needed to synthesize the given product. (1) Given the product [NH2:28][C:29]1[CH:37]=[CH:36][C:35]([I:38])=[CH:34][C:30]=1[C:31]([NH:8][CH2:7][C:6]1[CH:9]=[CH:10][C:3]([F:2])=[CH:4][CH:5]=1)=[O:32], predict the reactants needed to synthesize it. The reactants are: Cl.[F:2][C:3]1[CH:10]=[CH:9][C:6]([CH2:7][NH2:8])=[CH:5][CH:4]=1.C(N(CC)CC)C.C1C=CC2N(O)N=NC=2C=1.[NH2:28][C:29]1[CH:37]=[CH:36][C:35]([I:38])=[CH:34][C:30]=1[C:31](O)=[O:32].CCN=C=NCCCN(C)C. (2) Given the product [C:1]([O:5][C:6]([N:8]1[CH2:13][C@@H:12]2[C@@H:10]([CH2:11]2)[C@H:9]1[CH2:14][NH2:15])=[O:7])([CH3:4])([CH3:3])[CH3:2], predict the reactants needed to synthesize it. The reactants are: [C:1]([O:5][C:6]([N:8]1[CH2:13][C@@H:12]2[C@@H:10]([CH2:11]2)[C@H:9]1[CH2:14][NH:15]CC1C=CC=CC=1)=[O:7])([CH3:4])([CH3:3])[CH3:2]. (3) Given the product [C:1]([O:4][CH2:5][CH2:6][C:7]1[CH:12]=[CH:11][C:10]([N:13]2[C:17]3[CH:18]=[C:19]([Cl:26])[C:20]([C:22]([F:24])([F:23])[F:25])=[CH:21][C:16]=3[N:15]=[C:14]2[C:27]([Cl:33])([CH3:29])[CH3:28])=[CH:9][CH:8]=1)(=[O:3])[CH3:2], predict the reactants needed to synthesize it. The reactants are: [C:1]([O:4][CH2:5][CH2:6][C:7]1[CH:12]=[CH:11][C:10]([N:13]2[C:17]3[CH:18]=[C:19]([Cl:26])[C:20]([C:22]([F:25])([F:24])[F:23])=[CH:21][C:16]=3[N:15]=[C:14]2[C:27](O)([CH3:29])[CH3:28])=[CH:9][CH:8]=1)(=[O:3])[CH3:2].S(Cl)([Cl:33])=O.O. (4) Given the product [O:1]1[CH:5]=[CH:4][CH:3]=[C:2]1[C:6]1[N:19]=[C:9]2[N:10]=[C:11]([N:21]([CH3:20])[CH2:22][CH2:23][NH:24][CH3:25])[N:12]=[C:13]([NH2:14])[N:8]2[N:7]=1, predict the reactants needed to synthesize it. The reactants are: [O:1]1[CH:5]=[CH:4][CH:3]=[C:2]1[C:6]1[N:19]=[C:9]2[N:10]=[C:11](S(C)(=O)=O)[N:12]=[C:13]([NH2:14])[N:8]2[N:7]=1.[CH3:20][NH:21][CH2:22][CH2:23][NH:24][CH3:25]. (5) The reactants are: [H-].[Al+3].[Li+].[H-].[H-].[H-].[CH3:7][O:8][C:9]1[CH:10]=[C:11]2[C:16](=[CH:17][CH:18]=1)[C:15](=O)[NH:14][CH2:13][CH2:12]2.[OH-].[Na+]. Given the product [CH3:7][O:8][C:9]1[CH:10]=[C:11]2[C:16](=[CH:17][CH:18]=1)[CH2:15][NH:14][CH2:13][CH2:12]2, predict the reactants needed to synthesize it. (6) The reactants are: [NH:1]1[CH2:6][CH2:5][CH:4]([OH:7])[CH2:3][CH2:2]1.[Li]N([Si](C)(C)C)[Si](C)(C)C.Br[C:19]1[CH:24]=[CH:23][CH:22]=[CH:21][C:20]=1[CH3:25]. Given the product [C:20]1([CH3:25])[CH:21]=[CH:22][CH:23]=[CH:24][C:19]=1[N:1]1[CH2:6][CH2:5][CH:4]([OH:7])[CH2:3][CH2:2]1, predict the reactants needed to synthesize it.